This data is from Reaction yield outcomes from USPTO patents with 853,638 reactions. The task is: Predict the reaction yield, written as a fraction of the theoretical maximum amount of product (1.0 means a 100% yield; for example, 0.34 means a 34% yield). (1) The reactants are FC(F)(F)S(O[C:7]1[CH:12]=[CH:11][CH:10]=[CH:9][C:8]=1[CH:13]([CH3:15])[CH3:14])(=O)=O.[B:18]1([B:18]2[O:22][C:21]([CH3:24])([CH3:23])[C:20]([CH3:26])([CH3:25])[O:19]2)[O:22][C:21]([CH3:24])([CH3:23])[C:20]([CH3:26])([CH3:25])[O:19]1.C([O-])(=O)C.[K+]. The catalyst is O1CCOCC1.O.C1C=CC([PH+]([C]2[CH][CH][CH][CH]2)C2C=CC=CC=2)=CC=1.C1C=CC([PH+]([C]2[CH][CH][CH][CH]2)C2C=CC=CC=2)=CC=1.C(Cl)Cl.Cl[Pd]Cl.[Fe].C1(P(C2C=CC=CC=2)[C-]2C=CC=C2)C=CC=CC=1.[C-]1(P(C2C=CC=CC=2)C2C=CC=CC=2)C=CC=C1.[Fe+2]. The product is [CH:13]([C:8]1[CH:9]=[CH:10][CH:11]=[CH:12][C:7]=1[B:18]1[O:22][C:21]([CH3:24])([CH3:23])[C:20]([CH3:26])([CH3:25])[O:19]1)([CH3:15])[CH3:14]. The yield is 0.430. (2) The reactants are C(OC(=O)[NH:7][C@H:8]([CH2:28][C:29]1[CH:34]=[C:33]([F:35])[C:32]([F:36])=[CH:31][C:30]=1[F:37])[CH2:9][C:10]([N:12]1[CH2:17][CH2:16][N:15]2[C:18]([C:24]([F:27])([F:26])[F:25])=[N:19][C:20]([C:21](=[O:23])[NH2:22])=[C:14]2[CH2:13]1)=[O:11])(C)(C)C.[ClH:39]. The catalyst is C(OCC)(=O)C. The product is [ClH:39].[NH2:7][C@H:8]([CH2:28][C:29]1[CH:34]=[C:33]([F:35])[C:32]([F:36])=[CH:31][C:30]=1[F:37])[CH2:9][C:10]([N:12]1[CH2:17][CH2:16][N:15]2[C:18]([C:24]([F:27])([F:25])[F:26])=[N:19][C:20]([C:21]([NH2:22])=[O:23])=[C:14]2[CH2:13]1)=[O:11]. The yield is 0.950.